From a dataset of Peptide-MHC class I binding affinity with 185,985 pairs from IEDB/IMGT. Regression. Given a peptide amino acid sequence and an MHC pseudo amino acid sequence, predict their binding affinity value. This is MHC class I binding data. (1) The peptide sequence is NGQFIHFYR. The MHC is HLA-A03:01 with pseudo-sequence HLA-A03:01. The binding affinity (normalized) is 0.165. (2) The peptide sequence is SVKNLILNFL. The MHC is HLA-A02:06 with pseudo-sequence HLA-A02:06. The binding affinity (normalized) is 0.417. (3) The peptide sequence is TFKIDAVRYY. The MHC is HLA-A33:01 with pseudo-sequence HLA-A33:01. The binding affinity (normalized) is 0.0130. (4) The MHC is HLA-A02:03 with pseudo-sequence HLA-A02:03. The peptide sequence is VCFWSTLFYV. The binding affinity (normalized) is 0.181. (5) The peptide sequence is GLLGCIITSL. The MHC is HLA-A68:02 with pseudo-sequence HLA-A68:02. The binding affinity (normalized) is 0.00203. (6) The peptide sequence is AEILIIIMRT. The MHC is HLA-B18:01 with pseudo-sequence HLA-B18:01. The binding affinity (normalized) is 0.0152. (7) The peptide sequence is VRITWYSKNF. The MHC is Mamu-B17 with pseudo-sequence Mamu-B17. The binding affinity (normalized) is 0.217. (8) The binding affinity (normalized) is 0.172. The peptide sequence is LAGPMVAGGL. The MHC is HLA-B08:01 with pseudo-sequence HLA-B08:01. (9) The peptide sequence is VIERINLLV. The binding affinity (normalized) is 0.339. The MHC is HLA-A02:06 with pseudo-sequence HLA-A02:06.